Predict the reactants needed to synthesize the given product. From a dataset of Full USPTO retrosynthesis dataset with 1.9M reactions from patents (1976-2016). (1) Given the product [CH3:20][S:21]([O:1][CH:2]1[CH2:3][N:4]([C:6]2[S:7][CH:8]=[C:9]([C:11]([N:13]3[CH2:18][CH2:17][N:16]([CH3:19])[CH2:15][CH2:14]3)=[O:12])[N:10]=2)[CH2:5]1)(=[O:23])=[O:22], predict the reactants needed to synthesize it. The reactants are: [OH:1][CH:2]1[CH2:5][N:4]([C:6]2[S:7][CH:8]=[C:9]([C:11]([N:13]3[CH2:18][CH2:17][N:16]([CH3:19])[CH2:15][CH2:14]3)=[O:12])[N:10]=2)[CH2:3]1.[CH3:20][S:21](Cl)(=[O:23])=[O:22].C(N(CC)CC)C. (2) Given the product [C:23]([O:22][C:20]([N:15]1[CH2:16][CH2:17][N:18]([C:2]2[CH:11]=[CH:10][C:5]([C:6]([OH:8])=[O:7])=[C:4]([F:12])[CH:3]=2)[CH2:19][C@@H:14]1[CH3:13])=[O:21])([CH3:26])([CH3:24])[CH3:25], predict the reactants needed to synthesize it. The reactants are: Br[C:2]1[CH:11]=[CH:10][C:5]([C:6]([O:8]C)=[O:7])=[C:4]([F:12])[CH:3]=1.[CH3:13][C@H:14]1[CH2:19][NH:18][CH2:17][CH2:16][N:15]1[C:20]([O:22][C:23]([CH3:26])([CH3:25])[CH3:24])=[O:21]. (3) Given the product [C:14]1([CH2:13][C:4]([C:5]2[CH:10]=[CH:9][N:8]=[CH:7][CH:6]=2)=[O:11])[CH:19]=[CH:18][CH:17]=[CH:16][CH:15]=1, predict the reactants needed to synthesize it. The reactants are: CON(C)[C:4](=[O:11])[C:5]1[CH:10]=[CH:9][N:8]=[CH:7][CH:6]=1.[CH2:13]([Mg]Cl)[C:14]1[CH:19]=[CH:18][CH:17]=[CH:16][CH:15]=1.